This data is from Reaction yield outcomes from USPTO patents with 853,638 reactions. The task is: Predict the reaction yield, written as a fraction of the theoretical maximum amount of product (1.0 means a 100% yield; for example, 0.34 means a 34% yield). (1) The reactants are [Cl:31][C:28]1[CH:29]=[CH:30][C:25]([S:24][S:24][C:25]2[CH:30]=[CH:29][C:28]([Cl:31])=[CH:27][C:26]=2[NH:32][S:33]([C:36]2[CH:41]=[CH:40][C:39]([Cl:42])=[C:38]([C:43]([F:46])([F:45])[F:44])[CH:37]=2)(=[O:35])=[O:34])=[C:26]([NH:32][S:33]([C:36]2[CH:41]=[CH:40][C:39]([Cl:42])=[C:38]([C:43]([F:44])([F:45])[F:46])[CH:37]=2)(=[O:34])=[O:35])[CH:27]=1.C1(P(C2C=CC=CC=2)C2C=CC=CC=2)C=CC=CC=1.[C:66]1(=[O:71])[CH2:70][CH2:69][CH:68]=[CH:67]1.CC1C=CC(S(O)(=O)=O)=CC=1. The catalyst is C(Cl)Cl.CO.O. The product is [Cl:42][C:39]1[CH:40]=[CH:41][C:36]([S:33]([NH:32][C:26]2[CH:27]=[C:28]([Cl:31])[CH:29]=[CH:30][C:25]=2[S:24][CH:68]2[CH2:69][CH2:70][C:66](=[O:71])[CH2:67]2)(=[O:34])=[O:35])=[CH:37][C:38]=1[C:43]([F:46])([F:45])[F:44]. The yield is 1.00. (2) The reactants are [CH3:1][C:2]1[C:6]([C:7]2[N:11]([C:12]3[CH:17]=[CH:16][C:15]([O:18]C)=[CH:14][CH:13]=3)[N:10]=[C:9]([CH2:20][CH2:21][CH3:22])[C:8]=2[C:23]#[N:24])=[C:5]([CH3:25])[O:4][N:3]=1.B(Br)(Br)Br.O. The catalyst is C(Cl)Cl. The product is [CH3:1][C:2]1[C:6]([C:7]2[N:11]([C:12]3[CH:13]=[CH:14][C:15]([OH:18])=[CH:16][CH:17]=3)[N:10]=[C:9]([CH2:20][CH2:21][CH3:22])[C:8]=2[C:23]#[N:24])=[C:5]([CH3:25])[O:4][N:3]=1. The yield is 0.470. (3) The yield is 0.400. The product is [O:26]=[C:9]1[C:10]2([CH2:15][CH2:14][CH2:13][N:12]2[C:16]([O:18][CH2:19][C:20]2[CH:25]=[CH:24][CH:23]=[CH:22][CH:21]=2)=[O:17])[CH2:11][NH:8]1. The reactants are COC1C=CC(C[N:8]2[CH2:11][C:10]3([CH2:15][CH2:14][CH2:13][N:12]3[C:16]([O:18][CH2:19][C:20]3[CH:25]=[CH:24][CH:23]=[CH:22][CH:21]=3)=[O:17])[C:9]2=[O:26])=CC=1.O=[N+]([O-])[O-].[O-][N+](=O)[O-].[O-][N+](=O)[O-].[O-][N+](=O)[O-].[O-][N+](=O)[O-].[O-][N+](=O)[O-].[Ce+4].[NH4+].[NH4+]. The catalyst is CC#N.O. (4) The reactants are [C:1]([C:3]1[CH:8]=[CH:7][C:6]([C@@H:9]([NH:11][C:12](=[O:18])[O:13][C:14]([CH3:17])([CH3:16])[CH3:15])[CH3:10])=[CH:5][CH:4]=1)#[N:2].[N-:19]=[N+:20]=[N-:21].[Na+].[Cl-].[NH4+]. The catalyst is CN(C)C=O.CCOCC. The product is [N:2]1[NH:19][N:20]=[N:21][C:1]=1[C:3]1[CH:4]=[CH:5][C:6]([C@@H:9]([NH:11][C:12](=[O:18])[O:13][C:14]([CH3:17])([CH3:16])[CH3:15])[CH3:10])=[CH:7][CH:8]=1. The yield is 0.910. (5) The reactants are [F:1][C:2]1[CH:7]=[CH:6][C:5]([C:8]2[C:20]([CH:21]=[O:22])=[C:11]3[CH:12]=[CH:13][C:14]([C:16]([F:19])([F:18])[F:17])=[CH:15][N:10]3[N:9]=2)=[CH:4][CH:3]=1.[C:23]([Mg]Br)#[CH:24].O.Cl. The catalyst is O1CCCC1. The product is [F:1][C:2]1[CH:3]=[CH:4][C:5]([C:8]2[C:20]([CH:21]([OH:22])[C:23]#[CH:24])=[C:11]3[CH:12]=[CH:13][C:14]([C:16]([F:19])([F:18])[F:17])=[CH:15][N:10]3[N:9]=2)=[CH:6][CH:7]=1. The yield is 0.960. (6) The reactants are Br[C:2]1[CH:3]=[C:4]([C:9]2[CH:14]=[C:13]([C:15]3[CH:20]=[CH:19][CH:18]=[CH:17][CH:16]=3)[NH:12][C:11](=[O:21])[N:10]=2)[CH:5]=[CH:6][C:7]=1[F:8].[Cu][C:23]#[N:24]. The catalyst is CN(C)C=O. The product is [F:8][C:7]1[CH:6]=[CH:5][C:4]([C:9]2[CH:14]=[C:13]([C:15]3[CH:20]=[CH:19][CH:18]=[CH:17][CH:16]=3)[NH:12][C:11](=[O:21])[N:10]=2)=[CH:3][C:2]=1[C:23]#[N:24]. The yield is 1.00.